From a dataset of Full USPTO retrosynthesis dataset with 1.9M reactions from patents (1976-2016). Predict the reactants needed to synthesize the given product. (1) Given the product [Cl:12][C:13]1[CH:14]=[C:15]([NH:16][C:2]2[CH:7]=[CH:6][CH:5]=[CH:4][C:3]=2[CH2:8][C:9]([OH:11])=[O:10])[CH:17]=[C:18]([Cl:20])[CH:19]=1, predict the reactants needed to synthesize it. The reactants are: Br[C:2]1[CH:7]=[CH:6][CH:5]=[CH:4][C:3]=1[CH2:8][C:9]([OH:11])=[O:10].[Cl:12][C:13]1[CH:14]=[C:15]([CH:17]=[C:18]([Cl:20])[CH:19]=1)[NH2:16]. (2) Given the product [CH2:30]([N:17]([C:10]1[CH:9]=[C:8]2[C:16]3[C:4]([CH3:3])([CH2:5][CH2:6][CH2:7]2)[CH2:15][CH2:14][CH2:13][C:12]=3[CH:11]=1)[C:18]1[N:23]=[CH:22][C:21]([C:24]([OH:26])=[O:25])=[CH:20][N:19]=1)[CH3:31], predict the reactants needed to synthesize it. The reactants are: [H-].[Na+].[CH3:3][C:4]12[C:16]3[C:8](=[CH:9][C:10]([NH:17][C:18]4[N:23]=[CH:22][C:21]([C:24]([O:26]CC)=[O:25])=[CH:20][N:19]=4)=[CH:11][C:12]=3[CH2:13][CH2:14][CH2:15]1)[CH2:7][CH2:6][CH2:5]2.Br[CH2:30][CH3:31].[Cl-].[NH4+]. (3) Given the product [C:1]1([C:36]2[CH:41]=[CH:40][CH:39]=[CH:38][CH:37]=2)[CH:2]=[CH:3][C:4]([C:7]([NH:9][CH2:10][CH2:11][O:12][C:13]2[CH:18]=[CH:17][C:16]([CH2:19][CH:20]([O:26][C:27]3[CH:28]=[CH:29][C:30]([CH:33]([CH3:35])[CH3:34])=[CH:31][CH:32]=3)[C:21]([OH:23])=[O:22])=[CH:15][CH:14]=2)=[O:8])=[CH:5][CH:6]=1, predict the reactants needed to synthesize it. The reactants are: [C:1]1([C:36]2[CH:41]=[CH:40][CH:39]=[CH:38][CH:37]=2)[CH:6]=[CH:5][C:4]([C:7]([NH:9][CH2:10][CH2:11][O:12][C:13]2[CH:18]=[CH:17][C:16]([CH2:19][CH:20]([O:26][C:27]3[CH:32]=[CH:31][C:30]([CH:33]([CH3:35])[CH3:34])=[CH:29][CH:28]=3)[C:21]([O:23]CC)=[O:22])=[CH:15][CH:14]=2)=[O:8])=[CH:3][CH:2]=1.[OH-].[Na+]. (4) Given the product [Br:1][C:2]1[CH:3]=[C:4]([F:21])[C:5]([CH2:8][C:9]([O:11][CH2:12][CH3:13])=[O:10])=[N:6][CH:7]=1, predict the reactants needed to synthesize it. The reactants are: [Br:1][C:2]1[CH:3]=[C:4]([F:21])[C:5]([CH:8](C(OCC)=O)[C:9]([O:11][C:12](C)(C)[CH3:13])=[O:10])=[N:6][CH:7]=1.C(O)(C(F)(F)F)=O. (5) Given the product [O:29]=[C:27]1[NH:26][C:25](=[O:30])[CH:24]([CH2:23][C:20]2[CH:19]=[CH:18][C:17]([C:13]3[CH:14]=[CH:15][CH:16]=[C:11]([CH2:10][N:9]([CH3:8])[C:38](=[O:39])[C:37]4[CH:41]=[CH:42][C:34]([CH2:31][CH2:32][CH3:33])=[CH:35][CH:36]=4)[CH:12]=3)=[CH:22][CH:21]=2)[S:28]1, predict the reactants needed to synthesize it. The reactants are: FC(F)(F)C(O)=O.[CH3:8][NH:9][CH2:10][C:11]1[CH:12]=[C:13]([C:17]2[CH:22]=[CH:21][C:20]([CH2:23][CH:24]3[S:28][C:27](=[O:29])[NH:26][C:25]3=[O:30])=[CH:19][CH:18]=2)[CH:14]=[CH:15][CH:16]=1.[CH2:31]([C:34]1[CH:42]=[CH:41][C:37]([C:38](Cl)=[O:39])=[CH:36][CH:35]=1)[CH2:32][CH3:33]. (6) Given the product [CH2:1]([N:8]1[C:16]2[CH:15]=[CH:14][N:13]=[C:12]([O:17][CH3:20])[C:11]=2[CH:10]=[C:9]1[CH3:18])[C:2]1[CH:3]=[CH:4][CH:5]=[CH:6][CH:7]=1, predict the reactants needed to synthesize it. The reactants are: [CH2:1]([N:8]1[C:16]2[CH:15]=[CH:14][NH:13][C:12](=[O:17])[C:11]=2[CH:10]=[C:9]1[CH3:18])[C:2]1[CH:7]=[CH:6][CH:5]=[CH:4][CH:3]=1.Cl[CH2:20]Cl.F[B-](F)(F)F.C[O+](C)C.